Dataset: Catalyst prediction with 721,799 reactions and 888 catalyst types from USPTO. Task: Predict which catalyst facilitates the given reaction. Reactant: [CH:1]1([S:4]([C:7]2[CH:12]=[CH:11][C:10]([CH:13]([O:17][CH:18]3[CH2:23][CH2:22][O:21][CH2:20][CH2:19]3)[C:14]([OH:16])=O)=[CH:9][CH:8]=2)(=[O:6])=[O:5])[CH2:3][CH2:2]1.[CH3:24][O:25][C:26]1[N:31]=[C:30]2[S:32][C:33]([NH2:35])=[N:34][C:29]2=[CH:28][CH:27]=1.C1C=CC2N(O)N=NC=2C=1.CCN=C=NCCCN(C)C.CN1CCOCC1. Product: [CH:1]1([S:4]([C:7]2[CH:12]=[CH:11][C:10]([CH:13]([O:17][CH:18]3[CH2:19][CH2:20][O:21][CH2:22][CH2:23]3)[C:14]([NH:35][C:33]3[S:32][C:30]4[C:29]([N:34]=3)=[CH:28][CH:27]=[C:26]([O:25][CH3:24])[N:31]=4)=[O:16])=[CH:9][CH:8]=2)(=[O:5])=[O:6])[CH2:2][CH2:3]1. The catalyst class is: 3.